From a dataset of Reaction yield outcomes from USPTO patents with 853,638 reactions. Predict the reaction yield, written as a fraction of the theoretical maximum amount of product (1.0 means a 100% yield; for example, 0.34 means a 34% yield). (1) The reactants are C(C1C=C2C(=C(F)C=1)C(=O)N(CC1C=CC(C3C=CN=C4NC(C5C=NN(C)C=5)=NC=34)=CC=1F)N=C2)(C)(C)C.[C:40]([C:44]1[CH:45]=[C:46]2[C:51](=[CH:52][CH:53]=1)[C:50](=[O:54])[NH:49][CH2:48][CH2:47]2)([CH3:43])([CH3:42])[CH3:41].[Br:55][C:56]1[CH:63]=[CH:62][C:59]([CH2:60]Br)=[C:58]([F:64])[CH:57]=1.C(=O)([O-])[O-].[Cs+].[Cs+].C(#N)C. No catalyst specified. The product is [Br:55][C:56]1[CH:63]=[CH:62][C:59]([CH2:60][N:49]2[CH2:48][CH2:47][C:46]3[C:51](=[CH:52][CH:53]=[C:44]([C:40]([CH3:43])([CH3:41])[CH3:42])[CH:45]=3)[C:50]2=[O:54])=[C:58]([F:64])[CH:57]=1. The yield is 0.240. (2) The product is [Cl:31][C:25]1[CH:26]=[C:27]([Cl:30])[CH:28]=[CH:29][C:24]=1[C:10]1[N:11]=[C:12]([C:14]2[CH:19]=[CH:18][N:17]=[C:16]([NH:20][C:21](=[O:23])[CH3:22])[CH:15]=2)[S:13][C:9]=1[C:5]1[NH:4][CH:8]=[CH:7][N:6]=1. The yield is 0.640. The reactants are C([N:4]1[CH:8]=[CH:7][N:6]=[C:5]1[C:9]1[S:13][C:12]([C:14]2[CH:19]=[CH:18][N:17]=[C:16]([NH:20][C:21](=[O:23])[CH3:22])[CH:15]=2)=[N:11][C:10]=1[C:24]1[CH:29]=[CH:28][C:27]([Cl:30])=[CH:26][C:25]=1[Cl:31])C=C.C1([SiH3])C=CC=CC=1. The catalyst is ClCCl.C(O)(=O)C. (3) The reactants are [OH-].[Na+].[Cl:3][C:4]1[CH:5]=[CH:6][C:7]([O:24][CH2:25][C:26]2[CH:31]=[CH:30][C:29]([Cl:32])=[CH:28][C:27]=2[CH2:33][CH3:34])=[C:8]([CH:23]=1)[CH2:9][N:10]1[C:18]2[CH:17]=[CH:16][CH:15]=[C:14]([C:19]([O:21]C)=[O:20])[C:13]=2[CH:12]=[CH:11]1. The catalyst is CCO. The product is [Cl:3][C:4]1[CH:5]=[CH:6][C:7]([O:24][CH2:25][C:26]2[CH:31]=[CH:30][C:29]([Cl:32])=[CH:28][C:27]=2[CH2:33][CH3:34])=[C:8]([CH:23]=1)[CH2:9][N:10]1[C:18]2[CH:17]=[CH:16][CH:15]=[C:14]([C:19]([OH:21])=[O:20])[C:13]=2[CH:12]=[CH:11]1. The yield is 0.650. (4) The reactants are [CH3:1][O:2][C:3]1[CH:8]=[CH:7][C:6]([O:9][CH3:10])=[CH:5][C:4]=1[C:11]1[C:12](=[O:23])[O:13][C:14]2[C:19]([C:20]=1[CH3:21])=[CH:18][CH:17]=[C:16]([OH:22])[CH:15]=2.[I-].C[N+]1C=CN([C:31](=[O:40])[N:32]([CH3:39])[C:33]2[CH:38]=[CH:37][CH:36]=[CH:35][CH:34]=2)C=1. No catalyst specified. The product is [CH3:1][O:2][C:3]1[CH:8]=[CH:7][C:6]([O:9][CH3:10])=[CH:5][C:4]=1[C:11]1[C:12](=[O:23])[O:13][C:14]2[C:19]([C:20]=1[CH3:21])=[CH:18][CH:17]=[C:16]([O:22][C:31](=[O:40])[N:32]([CH3:39])[C:33]1[CH:38]=[CH:37][CH:36]=[CH:35][CH:34]=1)[CH:15]=2. The yield is 0.130. (5) The yield is 0.780. The catalyst is C(#N)C. The reactants are Br[CH:2]([CH2:7][CH2:8][CH3:9])[C:3]([O:5][CH3:6])=[O:4].[CH2:10]([CH:17]1[CH2:22][CH2:21][NH:20][CH2:19][CH2:18]1)[C:11]1[CH:16]=[CH:15][CH:14]=[CH:13][CH:12]=1.C(=O)([O-])[O-].[K+].[K+]. The product is [CH3:6][O:5][C:3]([CH2:2][CH2:7][CH2:8][CH2:9][N:20]1[CH2:21][CH2:22][CH:17]([CH2:10][C:11]2[CH:16]=[CH:15][CH:14]=[CH:13][CH:12]=2)[CH2:18][CH2:19]1)=[O:4]. (6) The reactants are [CH3:1][C:2]1[CH:3]=[CH:4][CH:5]=[CH:6][C:7]=1[NH2:8].CCN(CC)CC.[CH3:16][C:17]([CH3:22])([CH3:21])[C:18](Cl)=[O:19]. The catalyst is C(Cl)Cl. The product is [CH3:16][C:17]([CH3:22])([CH3:21])[C:18]([NH:8][C:7]1[CH:6]=[CH:5][CH:4]=[CH:3][C:2]=1[CH3:1])=[O:19]. The yield is 0.920. (7) The reactants are C(OC([N:8]1[CH2:13][C@@H:12]2[CH2:14][C@H:9]1[CH2:10][N:11]2[CH:15]1[CH2:17][CH2:16]1)=O)(C)(C)C.[ClH:18].O1CCOCC1. No catalyst specified. The product is [ClH:18].[ClH:18].[CH:15]1([N:11]2[CH2:10][C@@H:9]3[CH2:14][C@H:12]2[CH2:13][NH:8]3)[CH2:17][CH2:16]1. The yield is 0.850.